From a dataset of Full USPTO retrosynthesis dataset with 1.9M reactions from patents (1976-2016). Predict the reactants needed to synthesize the given product. (1) Given the product [CH2:2]([N:5]1[C:15]2[C:10](=[CH:11][CH:12]=[CH:13][CH:14]=2)[CH2:9][C@H:8]([NH:16][C:27]([C:22]2[NH:23][C:24]3[C:20]([CH:21]=2)=[CH:19][C:18]([Cl:17])=[CH:26][CH:25]=3)=[O:28])[C:6]1=[O:7])[CH:3]=[CH2:4], predict the reactants needed to synthesize it. The reactants are: Cl.[CH2:2]([N:5]1[C:15]2[C:10](=[CH:11][CH:12]=[CH:13][CH:14]=2)[CH2:9][C@H:8]([NH2:16])[C:6]1=[O:7])[CH:3]=[CH2:4].[Cl:17][C:18]1[CH:19]=[C:20]2[C:24](=[CH:25][CH:26]=1)[NH:23][C:22]([C:27](O)=[O:28])=[CH:21]2.ON1C2N=CC=CC=2N=N1.Cl.CN(C)CCCN=C=NCC.C(N(C(C)C)CC)(C)C. (2) Given the product [Cl:22][C:19]1[CH:18]=[C:17]([CH3:23])[C:16]2[N:15]([N:14]=[C:25]([CH:27]3[CH2:29][CH:28]3[C:30]([OH:32])=[O:31])[N:24]=2)[C:20]=1[CH3:21], predict the reactants needed to synthesize it. The reactants are: CC1C=C(C)C=C(C)C=1S([O-])(=O)=O.[NH2:14][N:15]1[C:20]([CH3:21])=[C:19]([Cl:22])[CH:18]=[C:17]([CH3:23])[C:16]1=[NH2+:24].[CH:25]([CH:27]1[CH2:29][CH:28]1[C:30]([O:32]CC)=[O:31])=O.[OH-].[K+].[Li+].[OH-]. (3) Given the product [F:1][C@H:2]1[C@H:7]([CH2:8][F:33])[O:6][C:5]([NH:10][C:11](=[O:18])[C:12]2[CH:13]=[CH:14][CH:15]=[CH:16][CH:17]=2)=[N:4][C@@:3]1([C:20]1[CH:25]=[CH:24][CH:23]=[CH:22][C:21]=1[F:26])[CH3:19], predict the reactants needed to synthesize it. The reactants are: [F:1][C@H:2]1[C@H:7]([CH2:8]O)[O:6][C:5]([NH:10][C:11](=[O:18])[C:12]2[CH:17]=[CH:16][CH:15]=[CH:14][CH:13]=2)=[N:4][C@@:3]1([C:20]1[CH:25]=[CH:24][CH:23]=[CH:22][C:21]=1[F:26])[CH3:19].CCN(S(F)(F)[F:33])CC. (4) Given the product [C:25]([N:28]1[CH2:29][CH2:30][N:31]([C:34]2[N:39]=[CH:38][C:37]([NH:40][C:2]3[N:7]=[C:6]([C:8]4[S:12][C:11]([NH:13][CH2:14][CH3:15])=[N:10][C:9]=4[C:16]4[CH:21]=[C:20]([O:22][CH3:23])[CH:19]=[C:18]([CH3:24])[CH:17]=4)[CH:5]=[CH:4][N:3]=3)=[CH:36][CH:35]=2)[CH2:32][CH2:33]1)(=[O:27])[CH3:26], predict the reactants needed to synthesize it. The reactants are: Cl[C:2]1[N:7]=[C:6]([C:8]2[S:12][C:11]([NH:13][CH2:14][CH3:15])=[N:10][C:9]=2[C:16]2[CH:21]=[C:20]([O:22][CH3:23])[CH:19]=[C:18]([CH3:24])[CH:17]=2)[CH:5]=[CH:4][N:3]=1.[C:25]([N:28]1[CH2:33][CH2:32][N:31]([C:34]2[N:39]=[CH:38][C:37]([NH2:40])=[CH:36][CH:35]=2)[CH2:30][CH2:29]1)(=[O:27])[CH3:26].CC(O)C.Cl. (5) Given the product [CH:2]([C:3]1[CH:4]=[C:5]([S:9]([NH2:12])(=[O:11])=[O:10])[CH:6]=[CH:7][CH:8]=1)=[O:1], predict the reactants needed to synthesize it. The reactants are: [OH:1][CH2:2][C:3]1[CH:4]=[C:5]([S:9]([NH2:12])(=[O:11])=[O:10])[CH:6]=[CH:7][CH:8]=1. (6) Given the product [OH:38][C:32]1([CH2:31][C:28]2[CH:29]=[CH:30][N:25]=[CH:26][CH:27]=2)[CH2:37][CH2:36][N:35]([C:19](=[O:21])[CH2:18][O:17][CH2:16][CH2:15][N:13]([CH3:14])[S:10]([C:6]2[C:5]([CH3:22])=[CH:4][C:3]([O:2][CH3:1])=[CH:8][C:7]=2[CH3:9])(=[O:11])=[O:12])[CH2:34][CH2:33]1, predict the reactants needed to synthesize it. The reactants are: [CH3:1][O:2][C:3]1[CH:8]=[C:7]([CH3:9])[C:6]([S:10]([N:13]([CH2:15][CH2:16][O:17][CH2:18][C:19]([OH:21])=O)[CH3:14])(=[O:12])=[O:11])=[C:5]([CH3:22])[CH:4]=1.Cl.Cl.[N:25]1[CH:30]=[CH:29][C:28]([CH2:31][C:32]2([OH:38])[CH2:37][CH2:36][NH:35][CH2:34][CH2:33]2)=[CH:27][CH:26]=1.C(N(CC)CC)C.C(=O)(O)[O-].[Na+].